This data is from CYP3A4 inhibition data for predicting drug metabolism from PubChem BioAssay. The task is: Regression/Classification. Given a drug SMILES string, predict its absorption, distribution, metabolism, or excretion properties. Task type varies by dataset: regression for continuous measurements (e.g., permeability, clearance, half-life) or binary classification for categorical outcomes (e.g., BBB penetration, CYP inhibition). Dataset: cyp3a4_veith. The result is 1 (inhibitor). The compound is Cc1ccccc1NS(=O)(=O)c1cc(C(=O)Nc2cccc(N(C)S(C)(=O)=O)c2)ccc1C.